From a dataset of Catalyst prediction with 721,799 reactions and 888 catalyst types from USPTO. Predict which catalyst facilitates the given reaction. (1) Reactant: Br[C:2]1[CH:7]=[CH:6][C:5]([C@@H:8]([N:10]2[CH2:15][CH2:14][C@:13]([CH2:22][C:23]([OH:26])([CH3:25])[CH3:24])([C:16]3[CH:21]=[CH:20][CH:19]=[CH:18][CH:17]=3)[O:12][C:11]2=[O:27])[CH3:9])=[CH:4][CH:3]=1.[CH3:28][C:29]1([CH3:45])[C:33]([CH3:35])([CH3:34])[O:32][B:31]([B:31]2[O:32][C:33]([CH3:35])([CH3:34])[C:29]([CH3:45])([CH3:28])[O:30]2)[O:30]1.CC([O-])=O.[K+]. Product: [OH:26][C:23]([CH3:25])([CH3:24])[CH2:22][C@@:13]1([C:16]2[CH:21]=[CH:20][CH:19]=[CH:18][CH:17]=2)[O:12][C:11](=[O:27])[N:10]([C@H:8]([C:5]2[CH:6]=[CH:7][C:2]([B:31]3[O:32][C:33]([CH3:35])([CH3:34])[C:29]([CH3:45])([CH3:28])[O:30]3)=[CH:3][CH:4]=2)[CH3:9])[CH2:15][CH2:14]1. The catalyst class is: 418. (2) Reactant: C([O:5][C:6](=[O:39])[CH:7]([O:9][C:10]1[CH:15]=[CH:14][C:13]([C:16]2[CH:17]=[N:18][C:19]3[N:20]([C:22]([C:25]4([C:28]5[CH:29]=[C:30]6[C:35](=[CH:36][CH:37]=5)[N:34]=[CH:33][CH:32]=[CH:31]6)[CH2:27][CH2:26]4)=[CH:23][N:24]=3)[CH:21]=2)=[CH:12][C:11]=1[F:38])[CH3:8])(C)(C)C. Product: [F:38][C:11]1[CH:12]=[C:13]([C:16]2[CH:17]=[N:18][C:19]3[N:20]([C:22]([C:25]4([C:28]5[CH:29]=[C:30]6[C:35](=[CH:36][CH:37]=5)[N:34]=[CH:33][CH:32]=[CH:31]6)[CH2:27][CH2:26]4)=[CH:23][N:24]=3)[CH:21]=2)[CH:14]=[CH:15][C:10]=1[O:9][CH:7]([CH3:8])[C:6]([OH:39])=[O:5]. The catalyst class is: 557. (3) Reactant: [OH:1][CH2:2][C:3]1[CH:4]=[C:5]([CH:9]=[C:10]([O:12][C@@H:13]([CH3:17])[CH2:14][O:15][CH3:16])[CH:11]=1)[C:6]([OH:8])=[O:7].N1C=CC=CC=1.[C:24](Cl)(=[O:26])[CH3:25].O. Product: [C:24]([O:1][CH2:2][C:3]1[CH:4]=[C:5]([CH:9]=[C:10]([O:12][C@@H:13]([CH3:17])[CH2:14][O:15][CH3:16])[CH:11]=1)[C:6]([OH:8])=[O:7])(=[O:26])[CH3:25]. The catalyst class is: 4. (4) Reactant: C[O:2][C:3](=[O:31])[CH:4]([C:6]1[CH:11]=[CH:10][C:9](/[CH:12]=[CH:13]/[C:14](=[O:30])[NH:15][C:16]2[CH:21]=[CH:20][CH:19]=[CH:18][C:17]=2[NH:22][C:23]([O:25][C:26]([CH3:29])([CH3:28])[CH3:27])=[O:24])=[CH:8][CH:7]=1)[OH:5].[OH-].[Li+].Cl. Product: [C:26]([O:25][C:23]([NH:22][C:17]1[CH:18]=[CH:19][CH:20]=[CH:21][C:16]=1[NH:15][C:14](/[CH:13]=[CH:12]/[C:9]1[CH:8]=[CH:7][C:6]([CH:4]([OH:5])[C:3]([OH:31])=[O:2])=[CH:11][CH:10]=1)=[O:30])=[O:24])([CH3:29])([CH3:27])[CH3:28]. The catalyst class is: 1. (5) Reactant: O[CH2:2][C:3]1[CH:8]=[CH:7][C:6]([CH2:9][CH2:10][N:11]2[CH:16]=[CH:15][C:14]([O:17][CH2:18][C:19]3[C:24]([CH3:25])=[CH:23][CH:22]=[CH:21][N:20]=3)=[CH:13][C:12]2=[O:26])=[CH:5][CH:4]=1.P(Br)(Br)[Br:28].C(OC)(C)(C)C. Product: [Br:28][CH2:2][C:3]1[CH:8]=[CH:7][C:6]([CH2:9][CH2:10][N:11]2[CH:16]=[CH:15][C:14]([O:17][CH2:18][C:19]3[C:24]([CH3:25])=[CH:23][CH:22]=[CH:21][N:20]=3)=[CH:13][C:12]2=[O:26])=[CH:5][CH:4]=1. The catalyst class is: 2.